Dataset: Full USPTO retrosynthesis dataset with 1.9M reactions from patents (1976-2016). Task: Predict the reactants needed to synthesize the given product. (1) Given the product [CH3:27][O:1][CH:2]1[CH2:19][N:18]([C:20]([O:22][C:23]([CH3:26])([CH3:25])[CH3:24])=[O:21])[CH2:17][CH2:16][C:3]21[C:7](=[O:8])[N:6]([C:9]1[CH2:10][O:11][C:12](=[O:15])[C:13]=1[CH3:14])[CH2:5][CH2:4]2, predict the reactants needed to synthesize it. The reactants are: [OH:1][CH:2]1[CH2:19][N:18]([C:20]([O:22][C:23]([CH3:26])([CH3:25])[CH3:24])=[O:21])[CH2:17][CH2:16][C:3]21[C:7](=[O:8])[N:6]([C:9]1[CH2:10][O:11][C:12](=[O:15])[C:13]=1[CH3:14])[CH2:5][CH2:4]2.[CH3:27]I. (2) Given the product [Br:12][C:11]1[C:10](=[O:13])[N:9]2[CH:14]=[CH:15][CH:16]=[CH:17][C:8]2=[N:7][C:6]=1[CH2:5][OH:4], predict the reactants needed to synthesize it. The reactants are: C([O:4][CH2:5][C:6]1[N:7]=[C:8]2[CH:17]=[CH:16][CH:15]=[CH:14][N:9]2[C:10](=[O:13])[C:11]=1[Br:12])(=O)C.Cl.O1CCOCC1.[OH-].[NH4+]. (3) Given the product [O:2]=[S:3]1(=[O:17])[C:8]2[CH:9]=[N:10][CH:11]=[CH:12][C:7]=2[NH:6][C:5]([C:13]2[C:14](=[O:15])[N:29]([CH2:30][C:31]3[CH:32]=[CH:33][C:34]([F:37])=[CH:35][CH:36]=3)[C@@H:28]3[C@H:23]([C:21]=2[OH:20])[C@@H:24]2[CH2:38][C@H:27]3[CH2:26][CH2:25]2)=[N:4]1, predict the reactants needed to synthesize it. The reactants are: [Na].[O:2]=[S:3]1(=[O:17])[C:8]2[CH:9]=[N:10][CH:11]=[CH:12][C:7]=2[NH:6][C:5]([CH2:13][C:14]([O-])=[O:15])=[N:4]1.C([O:20][C:21]([C@H:23]1[C@@H:28]([NH:29][CH2:30][C:31]2[CH:36]=[CH:35][C:34]([F:37])=[CH:33][CH:32]=2)[C@H:27]2[CH2:38][C@@H:24]1[CH2:25][CH2:26]2)=O)C.F[P-](F)(F)(F)(F)F.N1(OC(N(C)C)=[N+](C)C)C2N=CC=CC=2N=N1.C(N(CC)CC)C. (4) Given the product [NH2:1][C:2]1([C:7]([O:9][CH:2]2[CH2:6][CH2:5][CH2:4][CH2:3]2)=[O:8])[CH2:6][CH2:5][CH2:4][CH2:3]1, predict the reactants needed to synthesize it. The reactants are: [NH2:1][C:2]1([C:7]([OH:9])=[O:8])[CH2:6][CH2:5][CH2:4][CH2:3]1.S(=O)(=O)(O)O. (5) The reactants are: [NH2:1][C:2]1[N:7]=[C:6]([N:8]2[CH2:13][CH2:12][CH2:11][C@H:10]([C:14]([NH:16][C:17]3[CH:22]=[CH:21][CH:20]=[C:19]([F:23])[CH:18]=3)=[O:15])[CH2:9]2)[CH:5]=[C:4]([C:24]2[CH:29]=[CH:28][C:27]([C:30]#[N:31])=[C:26](F)[CH:25]=2)[N:3]=1.CCN(C(C)C)C(C)C.[NH2:42][NH2:43]. Given the product [NH2:1][C:2]1[N:7]=[C:6]([N:8]2[CH2:13][CH2:12][CH2:11][C@H:10]([C:14]([NH:16][C:17]3[CH:22]=[CH:21][CH:20]=[C:19]([F:23])[CH:18]=3)=[O:15])[CH2:9]2)[CH:5]=[C:4]([C:24]2[CH:25]=[C:26]3[C:27]([C:30]([NH2:31])=[N:42][NH:43]3)=[CH:28][CH:29]=2)[N:3]=1, predict the reactants needed to synthesize it.